This data is from Merck oncology drug combination screen with 23,052 pairs across 39 cell lines. The task is: Regression. Given two drug SMILES strings and cell line genomic features, predict the synergy score measuring deviation from expected non-interaction effect. (1) Drug 1: CN1C(=O)C=CC2(C)C3CCC4(C)C(NC(=O)OCC(F)(F)F)CCC4C3CCC12. Drug 2: O=P1(N(CCCl)CCCl)NCCCO1. Cell line: LNCAP. Synergy scores: synergy=-20.5. (2) Cell line: OCUBM. Drug 2: NC1CCCCC1N.O=C(O)C(=O)O.[Pt+2]. Drug 1: C#Cc1cccc(Nc2ncnc3cc(OCCOC)c(OCCOC)cc23)c1. Synergy scores: synergy=-7.65. (3) Drug 1: O=C(NOCC(O)CO)c1ccc(F)c(F)c1Nc1ccc(I)cc1F. Drug 2: CCc1cnn2c(NCc3ccc[n+]([O-])c3)cc(N3CCCCC3CCO)nc12. Cell line: OCUBM. Synergy scores: synergy=3.44. (4) Drug 1: CN1C(=O)C=CC2(C)C3CCC4(C)C(NC(=O)OCC(F)(F)F)CCC4C3CCC12. Drug 2: COC12C(COC(N)=O)C3=C(C(=O)C(C)=C(N)C3=O)N1CC1NC12. Cell line: UACC62. Synergy scores: synergy=2.92. (5) Drug 1: CCC1(O)CC2CN(CCc3c([nH]c4ccccc34)C(C(=O)OC)(c3cc4c(cc3OC)N(C)C3C(O)(C(=O)OC)C(OC(C)=O)C5(CC)C=CCN6CCC43C65)C2)C1. Drug 2: CS(=O)(=O)CCNCc1ccc(-c2ccc3ncnc(Nc4ccc(OCc5cccc(F)c5)c(Cl)c4)c3c2)o1. Cell line: HT144. Synergy scores: synergy=6.72.